The task is: Predict which catalyst facilitates the given reaction.. This data is from Catalyst prediction with 721,799 reactions and 888 catalyst types from USPTO. (1) Reactant: [F:1][C:2]1[CH:7]=[CH:6][C:5](B(O)O)=[CH:4][C:3]=1[C:11]([F:14])([F:13])[F:12].[F:15][C:16]1[CH:17]=[C:18]([CH:28]([NH:30][C:31]([C:33]2[N:34]=[C:35](Cl)[O:36][CH:37]=2)=[O:32])[CH3:29])[CH:19]=[C:20]([F:27])[C:21]=1[NH:22][S:23]([CH3:26])(=[O:25])=[O:24].C([O-])([O-])=O.[Cs+].[Cs+]. Product: [F:27][C:20]1[CH:19]=[C:18]([CH:28]([NH:30][C:31]([C:33]2[N:34]=[C:35]([C:5]3[CH:6]=[CH:7][C:2]([F:1])=[C:3]([C:11]([F:14])([F:13])[F:12])[CH:4]=3)[O:36][CH:37]=2)=[O:32])[CH3:29])[CH:17]=[C:16]([F:15])[C:21]=1[NH:22][S:23]([CH3:26])(=[O:25])=[O:24]. The catalyst class is: 235. (2) The catalyst class is: 15. Reactant: [CH3:1][C:2]1[N:7]=[C:6]([C:8]2[CH:13]=[CH:12][CH:11]=[CH:10][C:9]=2[O:14]C)[N:5]([CH2:16][CH2:17][C:18]2[CH:23]=[CH:22][CH:21]=[CH:20][CH:19]=2)[C:4](=[O:24])[CH:3]=1.ClCCl.[I:28]Cl.C(OCC)(=O)C. Product: [OH:14][C:9]1[CH:10]=[CH:11][CH:12]=[CH:13][C:8]=1[C:6]1[N:5]([CH2:16][CH2:17][C:18]2[CH:23]=[CH:22][CH:21]=[CH:20][CH:19]=2)[C:4](=[O:24])[C:3]([I:28])=[C:2]([CH3:1])[N:7]=1. (3) Reactant: [CH3:1][O:2][C:3](=[O:14])[CH2:4][CH2:5][CH2:6][CH2:7][CH2:8][CH2:9][CH2:10][C:11](O)=[O:12].B.CSC.C([O-])([O-])=O.[K+].[K+]. Product: [CH3:1][O:2][C:3](=[O:14])[CH2:4][CH2:5][CH2:6][CH2:7][CH2:8][CH2:9][CH2:10][CH2:11][OH:12]. The catalyst class is: 1. (4) Reactant: [C:1]([O:5][C:6]([CH:8]1[CH2:12][CH2:11][C:10](=[O:13])[CH2:9]1)=[O:7])([CH3:4])([CH3:3])[CH3:2].[BH4-].[Na+]. Product: [C:1]([O:5][C:6]([CH:8]1[CH2:12][CH2:11][CH:10]([OH:13])[CH2:9]1)=[O:7])([CH3:4])([CH3:2])[CH3:3]. The catalyst class is: 5. (5) Reactant: [CH3:1][O:2][C:3]([C:5]1[C:9]([CH3:10])=[C:8]([C:11]2[CH:16]=[CH:15][C:14]([O:17][CH3:18])=[CH:13][CH:12]=2)[N:7]([C:19]2[CH:24]=[CH:23][C:22]([Cl:25])=[CH:21][C:20]=2[Cl:26])[N:6]=1)=[O:4].[Br:27]N1C(=O)CCC1=O. Product: [CH3:1][O:2][C:3]([C:5]1[C:9]([CH2:10][Br:27])=[C:8]([C:11]2[CH:12]=[CH:13][C:14]([O:17][CH3:18])=[CH:15][CH:16]=2)[N:7]([C:19]2[CH:24]=[CH:23][C:22]([Cl:25])=[CH:21][C:20]=2[Cl:26])[N:6]=1)=[O:4]. The catalyst class is: 26. (6) Reactant: [CH3:1][O:2][C:3]1[C:7]([C:8]([O:10][CH2:11][CH3:12])=[O:9])=[CH:6][NH:5][N:4]=1.N1CCC[C@H]1C(O)=O.Cl[C:22]1[CH:27]=[N:26][C:25]([C:28]([F:31])([F:30])[F:29])=[CH:24][N:23]=1.C(=O)([O-])[O-].[K+].[K+]. Product: [CH3:1][O:2][C:3]1[C:7]([C:8]([O:10][CH2:11][CH3:12])=[O:9])=[CH:6][N:5]([C:22]2[CH:27]=[N:26][C:25]([C:28]([F:31])([F:30])[F:29])=[CH:24][N:23]=2)[N:4]=1. The catalyst class is: 590. (7) Reactant: [F:1][C:2]1[CH:7]=[CH:6][CH:5]=[CH:4][C:3]=1[N:8]1[C:12](=[O:13])[CH:11]=[C:10]([CH3:14])[N:9]1[CH3:15].[N+:16]([O-])([OH:18])=[O:17].O.CC(OC)(C)C. Product: [F:1][C:2]1[CH:7]=[CH:6][CH:5]=[CH:4][C:3]=1[N:8]1[C:12](=[O:13])[C:11]([N+:16]([O-:18])=[O:17])=[C:10]([CH3:14])[N:9]1[CH3:15]. The catalyst class is: 67. (8) Reactant: Cl[Si](C)(C)C.[I-].[Na+].[Si]([O:15][CH2:16][CH2:17][C:18]1[CH:22]=[CH:21][S:20][C:19]=1[CH:23]([C:25]1[CH:30]=[CH:29][C:28]([F:31])=[CH:27][CH:26]=1)O)(C(C)(C)C)(C)C.[OH-].[Na+]. Product: [F:31][C:28]1[CH:29]=[CH:30][C:25]([CH2:23][C:19]2[S:20][CH:21]=[CH:22][C:18]=2[CH2:17][CH2:16][OH:15])=[CH:26][CH:27]=1. The catalyst class is: 47. (9) Reactant: O[C@@H:2]1[CH2:21][N:5]2[C:6](=[O:20])[N:7]([C:9]3[CH:14]=[CH:13][C:12]([O:15][C:16]([F:19])([F:18])[F:17])=[CH:11][CH:10]=3)[CH2:8][C@@H:4]2[CH2:3]1.C(Br)(Br)(Br)[Br:23].C1C=CC(P(C2C=CC=CC=2)C2C=CC=CC=2)=CC=1. Product: [Br:23][C@H:2]1[CH2:21][N:5]2[C:6](=[O:20])[N:7]([C:9]3[CH:14]=[CH:13][C:12]([O:15][C:16]([F:19])([F:18])[F:17])=[CH:11][CH:10]=3)[CH2:8][C@@H:4]2[CH2:3]1. The catalyst class is: 1. (10) Reactant: [F:1][C:2]([F:38])([F:37])[C:3]1[CH:8]=[C:7]([C:9]2[O:13][N:12]=[C:11]([C:14]3[CH:30]=[CH:29][C:17]4[CH2:18][CH2:19][N:20]([CH2:23][C:24]([O:26]CC)=[O:25])[CH2:21][CH2:22][C:16]=4[CH:15]=3)[N:10]=2)[CH:6]=[CH:5][C:4]=1[C:31]1[CH:36]=[CH:35][CH:34]=[CH:33][CH:32]=1.[OH-].[Na+]. Product: [F:38][C:2]([F:1])([F:37])[C:3]1[CH:8]=[C:7]([C:9]2[O:13][N:12]=[C:11]([C:14]3[CH:30]=[CH:29][C:17]4[CH2:18][CH2:19][N:20]([CH2:23][C:24]([OH:26])=[O:25])[CH2:21][CH2:22][C:16]=4[CH:15]=3)[N:10]=2)[CH:6]=[CH:5][C:4]=1[C:31]1[CH:32]=[CH:33][CH:34]=[CH:35][CH:36]=1. The catalyst class is: 8.